Dataset: Reaction yield outcomes from USPTO patents with 853,638 reactions. Task: Predict the reaction yield, written as a fraction of the theoretical maximum amount of product (1.0 means a 100% yield; for example, 0.34 means a 34% yield). (1) The reactants are [Cl:1][C:2]1[CH:3]=[CH:4][C:5]([CH2:8][O:9][C:10]2[CH:15]=[CH:14][N:13]([C:16]3[CH:21]=[CH:20][C:19]4[C:22]5[CH2:23][N:24](C(OC(C)(C)C)=O)[CH2:25][CH2:26][C:27]=5[O:28][C:18]=4[CH:17]=3)[C:12](=[O:36])[CH:11]=2)=[N:6][CH:7]=1.Cl.C([O-])(O)=O.[Na+]. The catalyst is CO.CCOCC. The product is [Cl:1][C:2]1[CH:3]=[CH:4][C:5]([CH2:8][O:9][C:10]2[CH:15]=[CH:14][N:13]([C:16]3[CH:21]=[CH:20][C:19]4[C:22]5[CH2:23][NH:24][CH2:25][CH2:26][C:27]=5[O:28][C:18]=4[CH:17]=3)[C:12](=[O:36])[CH:11]=2)=[N:6][CH:7]=1. The yield is 0.900. (2) The reactants are Cl[C:2]1[N:7]=[C:6]([NH:8][C:9]2[CH:14]=[CH:13][CH:12]=[CH:11][C:10]=2[S:15]([CH:18]([CH3:20])[CH3:19])(=[O:17])=[O:16])[C:5]([Cl:21])=[CH:4][N:3]=1.[CH3:22][P:23]([C:26]1[CH:32]=[CH:31][C:29]([NH2:30])=[C:28]([CH3:33])[CH:27]=1)([CH3:25])=[O:24].[OH-].[Na+]. The catalyst is COCCO. The product is [Cl:21][C:5]1[C:6]([NH:8][C:9]2[CH:14]=[CH:13][CH:12]=[CH:11][C:10]=2[S:15]([CH:18]([CH3:20])[CH3:19])(=[O:17])=[O:16])=[N:7][C:2]([NH:30][C:29]2[CH:31]=[CH:32][C:26]([P:23]([CH3:25])([CH3:22])=[O:24])=[CH:27][C:28]=2[CH3:33])=[N:3][CH:4]=1. The yield is 0.180. (3) The reactants are [N:1]1[CH:6]=[CH:5][CH:4]=[C:3]([C:7]2[CH:8]=[C:9]3[C:13](=[CH:14][CH:15]=2)[N:12]([CH:16]2[CH2:21][CH2:20][CH2:19][CH2:18][O:17]2)[N:11]=[C:10]3[C:22]([OH:24])=O)[CH:2]=1.[NH2:25][C:26]1[CH:27]=[N:28][CH:29]=[CH:30][CH:31]=1.C(N(CC)C(C)C)(C)C.CN(C(ON1N=NC2C=CC=NC1=2)=[N+](C)C)C.F[P-](F)(F)(F)(F)F. The catalyst is CN(C=O)C. The product is [N:28]1[CH:29]=[CH:30][CH:31]=[C:26]([NH:25][C:22]([C:10]2[C:9]3[C:13](=[CH:14][CH:15]=[C:7]([C:3]4[CH:2]=[N:1][CH:6]=[CH:5][CH:4]=4)[CH:8]=3)[N:12]([CH:16]3[CH2:21][CH2:20][CH2:19][CH2:18][O:17]3)[N:11]=2)=[O:24])[CH:27]=1. The yield is 0.750. (4) The reactants are Cl[C:2]1[CH:15]=[C:14]2[C:5]([O:6][CH2:7][CH2:8][N:9]3[C:13]2=[N:12][C:11]([C:16]2[N:20]([CH:21]([CH3:23])[CH3:22])[N:19]=[C:18]([CH3:24])[N:17]=2)=[CH:10]3)=[CH:4][N:3]=1.C([Sn](CCCC)(CCCC)[C:30]([O:32][CH2:33][CH3:34])=[CH2:31])CCC.[Li+].[Cl-].[F-].[K+]. The catalyst is C1COCC1.C1C=CC([P]([Pd]([P](C2C=CC=CC=2)(C2C=CC=CC=2)C2C=CC=CC=2)([P](C2C=CC=CC=2)(C2C=CC=CC=2)C2C=CC=CC=2)[P](C2C=CC=CC=2)(C2C=CC=CC=2)C2C=CC=CC=2)(C2C=CC=CC=2)C2C=CC=CC=2)=CC=1. The product is [CH2:33]([O:32][C:30]([C:2]1[CH:15]=[C:14]2[C:5]([O:6][CH2:7][CH2:8][N:9]3[C:13]2=[N:12][C:11]([C:16]2[N:20]([CH:21]([CH3:23])[CH3:22])[N:19]=[C:18]([CH3:24])[N:17]=2)=[CH:10]3)=[CH:4][N:3]=1)=[CH2:31])[CH3:34]. The yield is 0.510. (5) The reactants are [O:1]=[C:2]1[CH2:11][CH2:10][C:9]2[C:4](=[CH:5][C:6]([O:12][CH2:13][CH2:14][CH2:15][CH2:16][N:17]3[CH2:22][CH2:21][N:20]([C:23]4[C:31]5[CH:30]=[C:29]([C:32]([O:34]CC)=[O:33])[S:28][C:27]=5[CH:26]=[CH:25][CH:24]=4)[CH2:19][CH2:18]3)=[CH:7][CH:8]=2)[NH:3]1.Cl. The catalyst is C(O)(=O)C. The product is [O:1]=[C:2]1[CH2:11][CH2:10][C:9]2[C:4](=[CH:5][C:6]([O:12][CH2:13][CH2:14][CH2:15][CH2:16][N:17]3[CH2:22][CH2:21][N:20]([C:23]4[C:31]5[CH:30]=[C:29]([C:32]([OH:34])=[O:33])[S:28][C:27]=5[CH:26]=[CH:25][CH:24]=4)[CH2:19][CH2:18]3)=[CH:7][CH:8]=2)[NH:3]1. The yield is 0.430. (6) The reactants are [F:1][C:2]1[CH:7]=[C:6]([F:8])[CH:5]=[CH:4][C:3]=1[C:9]1[O:10][C:11]2[CH:21]=[C:20]([N:22]([CH3:27])[S:23]([CH3:26])(=[O:25])=[O:24])[C:19](B3OC(C)(C)C(C)(C)O3)=[CH:18][C:12]=2[C:13]=1[C:14]([NH:16][CH3:17])=[O:15].Cl[C:38]1[N:43]=[C:42]([C:44]2[NH:45][C:46]3[C:51]([CH:52]=2)=[C:50]([F:53])[CH:49]=[CH:48][CH:47]=3)[C:41]([NH2:54])=[CH:40][CH:39]=1. The catalyst is CC(O)C.CC([O-])=O.CC([O-])=O.[Pd+2].P(C1CCCCC1)(C1CCCCC1)C1CCCCC1. The product is [NH2:54][C:41]1[CH:40]=[CH:39][C:38]([C:19]2[C:20]([N:22]([CH3:27])[S:23]([CH3:26])(=[O:25])=[O:24])=[CH:21][C:11]3[O:10][C:9]([C:3]4[CH:4]=[CH:5][C:6]([F:8])=[CH:7][C:2]=4[F:1])=[C:13]([C:14]([NH:16][CH3:17])=[O:15])[C:12]=3[CH:18]=2)=[N:43][C:42]=1[C:44]1[NH:45][C:46]2[C:51]([CH:52]=1)=[C:50]([F:53])[CH:49]=[CH:48][CH:47]=2. The yield is 0.700. (7) The reactants are O[C:2]1[C:3]([C:18]([NH:20][C:21]2[CH:26]=[CH:25][CH:24]=[CH:23][CH:22]=2)=[O:19])=[N:4][C:5]([C:8]2[CH:13]=[CH:12][C:11]([S:14]([CH3:17])(=[O:16])=[O:15])=[CH:10][CH:9]=2)=[CH:6][N:7]=1.P(Br)(Br)([Br:29])=O.C(=O)(O)[O-].[Na+].C(Cl)Cl. The catalyst is C1(C)C=CC=CC=1. The product is [Br:29][C:2]1[C:3]([C:18]([NH:20][C:21]2[CH:26]=[CH:25][CH:24]=[CH:23][CH:22]=2)=[O:19])=[N:4][C:5]([C:8]2[CH:13]=[CH:12][C:11]([S:14]([CH3:17])(=[O:16])=[O:15])=[CH:10][CH:9]=2)=[CH:6][N:7]=1. The yield is 0.950. (8) The yield is 0.660. The product is [NH2:1][C:2]1[C:11]2[CH:10]=[CH:9][CH:8]=[C:7]([C:22]3[CH:21]=[C:20]([F:19])[CH:25]=[CH:24][C:23]=3[O:29][CH3:30])[C:6]=2[N:5]=[C:4]2[CH2:13][N:14]([CH2:17][CH3:18])[C:15](=[O:16])[C:3]=12. The reactants are [NH2:1][C:2]1[C:11]2[CH:10]=[CH:9][CH:8]=[C:7](Br)[C:6]=2[N:5]=[C:4]2[CH2:13][N:14]([CH2:17][CH3:18])[C:15](=[O:16])[C:3]=12.[F:19][C:20]1[CH:21]=[CH:22][C:23]([O:29][CH3:30])=[C:24](B(O)O)[CH:25]=1. No catalyst specified. (9) The reactants are Br[C:2]1[N:6]2[CH:7]=[CH:8][CH:9]=[N:10][C:5]2=[N:4][CH:3]=1.[Cl:11][C:12]1[C:17]([NH:18][S:19]([C:22]2[CH:27]=[CH:26][C:25]([F:28])=[CH:24][CH:23]=2)(=[O:21])=[O:20])=[CH:16][C:15](B2OC(C)(C)C(C)(C)O2)=[CH:14][N:13]=1.C(=O)([O-])[O-].[Na+].[Na+].O1CCOCC1. The catalyst is O.[Pd].C1(P(C2C=CC=CC=2)C2C=CC=CC=2)C=CC=CC=1.C1(P(C2C=CC=CC=2)C2C=CC=CC=2)C=CC=CC=1.C1(P(C2C=CC=CC=2)C2C=CC=CC=2)C=CC=CC=1.C1(P(C2C=CC=CC=2)C2C=CC=CC=2)C=CC=CC=1. The product is [Cl:11][C:12]1[C:17]([NH:18][S:19]([C:22]2[CH:27]=[CH:26][C:25]([F:28])=[CH:24][CH:23]=2)(=[O:21])=[O:20])=[CH:16][C:15]([C:2]2[N:6]3[CH:7]=[CH:8][CH:9]=[N:10][C:5]3=[N:4][CH:3]=2)=[CH:14][N:13]=1. The yield is 0.580. (10) The reactants are [NH2:1][C:2]1[CH:3]=[C:4]2[C:8](=[CH:9][C:10]=1[N+:11]([O-:13])=[O:12])[C:7](=[O:14])[NH:6][C:5]2=[O:15].Cl.[CH3:17][N:18]([CH3:23])[CH:19]([CH3:22])[CH2:20]N.N1C=CN=C1.CCN(CC)CC. The catalyst is O1CCOCC1. The product is [NH2:1][C:2]1[CH:3]=[C:4]2[C:8](=[CH:9][C:10]=1[N+:11]([O-:13])=[O:12])[C:7](=[O:14])[N:6]([CH2:20][CH:19]([N:18]([CH3:23])[CH3:17])[CH3:22])[C:5]2=[O:15]. The yield is 0.150.